Task: Predict the product of the given reaction.. Dataset: Forward reaction prediction with 1.9M reactions from USPTO patents (1976-2016) (1) Given the reactants [C:1]([C:3]1[CH:8]=[CH:7][CH:6]=[CH:5][N:4]=1)#[CH:2].I[C:10]1[CH:16]=[CH:15][C:13]([NH2:14])=[CH:12][CH:11]=1.O, predict the reaction product. The product is: [N:4]1[CH:5]=[CH:6][CH:7]=[CH:8][C:3]=1[C:1]#[C:2][C:10]1[CH:16]=[CH:15][C:13]([NH2:14])=[CH:12][CH:11]=1. (2) Given the reactants [Cl:1][C:2]1[CH:10]=[C:9]2[C:5]([C:6]([CH3:28])=[CH:7][N:8]2[S:11]([C:14]2[CH:19]=[CH:18][C:17]([O:20][CH3:21])=[C:16]([N:22]3[CH2:27][CH2:26][NH:25][CH2:24][CH2:23]3)[CH:15]=2)(=[O:13])=[O:12])=[CH:4][CH:3]=1.[C:29]([BH3-])#N.[Na+].C=O, predict the reaction product. The product is: [Cl:1][C:2]1[CH:10]=[C:9]2[C:5]([C:6]([CH3:28])=[CH:7][N:8]2[S:11]([C:14]2[CH:19]=[CH:18][C:17]([O:20][CH3:21])=[C:16]([N:22]3[CH2:23][CH2:24][N:25]([CH3:29])[CH2:26][CH2:27]3)[CH:15]=2)(=[O:13])=[O:12])=[CH:4][CH:3]=1. (3) Given the reactants [OH:1][C:2]([CH2:14][C:15]1[C:23]2[C:18](=[CH:19][CH:20]=[CH:21][CH:22]=2)[NH:17][CH:16]=1)([C:11]([OH:13])=[O:12])[CH2:3][C:4](=[N:8]OC)[C:5]([OH:7])=[O:6].[H][H], predict the reaction product. The product is: [OH:1][C@@:2]([CH2:14][C:15]1[C:23]2[C:18](=[CH:19][CH:20]=[CH:21][CH:22]=2)[NH:17][CH:16]=1)([C:11]([OH:13])=[O:12])[CH2:3][C@@H:4]([NH2:8])[C:5]([OH:7])=[O:6].[OH:1][C@:2]([CH2:14][C:15]1[C:23]2[C:18](=[CH:19][CH:20]=[CH:21][CH:22]=2)[NH:17][CH:16]=1)([C:11]([OH:13])=[O:12])[CH2:3][C@@H:4]([NH2:8])[C:5]([OH:7])=[O:6]. (4) Given the reactants [OH:1][CH:2]([C:6]1[S:10][C:9]([C:11]#[N:12])=[CH:8][CH:7]=1)[CH2:3][NH:4][CH3:5].C(N(CC)C(C)C)(C)C.[Cl:22][C:23]1[CH:45]=[CH:44][C:26]([CH2:27][NH:28][C:29]([C:31]2[C:32](=[O:43])[C:33]3[CH:40]=[C:39]([CH2:41]Cl)[S:38][C:34]=3[N:35]([CH3:37])[CH:36]=2)=[O:30])=[CH:25][CH:24]=1.O, predict the reaction product. The product is: [Cl:22][C:23]1[CH:45]=[CH:44][C:26]([CH2:27][NH:28][C:29]([C:31]2[C:32](=[O:43])[C:33]3[CH:40]=[C:39]([CH2:41][N:4]([CH2:3][CH:2]([C:6]4[S:10][C:9]([C:11]#[N:12])=[CH:8][CH:7]=4)[OH:1])[CH3:5])[S:38][C:34]=3[N:35]([CH3:37])[CH:36]=2)=[O:30])=[CH:25][CH:24]=1. (5) Given the reactants C[O-].[Na+].[O:4]([C:11]1[CH:16]=[CH:15][C:14]([CH2:17][NH:18][C:19](=[O:28])[C:20]2[CH:25]=[CH:24][C:23](Cl)=[N:22][C:21]=2[NH2:27])=[CH:13][CH:12]=1)[C:5]1[CH:10]=[CH:9][CH:8]=[CH:7][CH:6]=1.CN1CCC[C:31]1=[O:35].O, predict the reaction product. The product is: [O:4]([C:11]1[CH:16]=[CH:15][C:14]([CH2:17][NH:18][C:19](=[O:28])[C:20]2[CH:25]=[CH:24][C:23]([O:35][CH3:31])=[N:22][C:21]=2[NH2:27])=[CH:13][CH:12]=1)[C:5]1[CH:10]=[CH:9][CH:8]=[CH:7][CH:6]=1. (6) Given the reactants [H-].[Na+].[CH3:3][O:4][C:5](=[O:17])[CH2:6][C:7]1[CH:12]=[CH:11][C:10]([S:13]([CH3:16])(=[O:15])=[O:14])=[CH:9][CH:8]=1.Br[CH2:19][C:20]1[CH:25]=[CH:24][CH:23]=[CH:22][C:21]=1[CH3:26], predict the reaction product. The product is: [CH3:3][O:4][C:5](=[O:17])[CH:6]([C:7]1[CH:8]=[CH:9][C:10]([S:13]([CH3:16])(=[O:14])=[O:15])=[CH:11][CH:12]=1)[CH2:19][C:20]1[CH:25]=[CH:24][CH:23]=[CH:22][C:21]=1[CH3:26]. (7) Given the reactants C(=O)([O-])[O-].[Na+].[Na+].[C:7]([C:9]1[CH:10]=[C:11](B(O)O)[CH:12]=[CH:13][CH:14]=1)#[N:8].ClCCl.Br[C:22]1[N:26]2[N:27]=[C:28]([N:31]3[CH2:35][CH2:34][C@H:33]([OH:36])[CH:32]3[C:37]3[CH:42]=[CH:41][CH:40]=[C:39]([F:43])[CH:38]=3)[CH:29]=[CH:30][C:25]2=[N:24][CH:23]=1, predict the reaction product. The product is: [F:43][C:39]1[CH:38]=[C:37]([CH:32]2[C@@H:33]([OH:36])[CH2:34][CH2:35][N:31]2[C:28]2[CH:29]=[CH:30][C:25]3[N:26]([C:22]([C:13]4[CH:14]=[C:9]([CH:10]=[CH:11][CH:12]=4)[C:7]#[N:8])=[CH:23][N:24]=3)[N:27]=2)[CH:42]=[CH:41][CH:40]=1.